This data is from Peptide-MHC class II binding affinity with 134,281 pairs from IEDB. The task is: Regression. Given a peptide amino acid sequence and an MHC pseudo amino acid sequence, predict their binding affinity value. This is MHC class II binding data. (1) The peptide sequence is TEDQAMEDIKQMEAESIS. The MHC is HLA-DPA10201-DPB10101 with pseudo-sequence HLA-DPA10201-DPB10101. The binding affinity (normalized) is 0.554. (2) The peptide sequence is FFIQSFTMSTALKRL. The MHC is DRB1_0404 with pseudo-sequence DRB1_0404. The binding affinity (normalized) is 0.596. (3) The peptide sequence is LHRFRIGEHLLGSEI. The MHC is DRB1_0101 with pseudo-sequence DRB1_0101. The binding affinity (normalized) is 0.809.